This data is from Reaction yield outcomes from USPTO patents with 853,638 reactions. The task is: Predict the reaction yield, written as a fraction of the theoretical maximum amount of product (1.0 means a 100% yield; for example, 0.34 means a 34% yield). (1) The yield is 0.560. The product is [OH:7][CH2:6][CH2:5][O:4][CH2:3][CH2:2][O:8][C:9]1[CH:10]=[CH:11][C:12]([C:13]([O:15][CH2:16][CH3:17])=[O:14])=[CH:18][CH:19]=1. The catalyst is CN(C)C=O. The reactants are Cl[CH2:2][CH2:3][O:4][CH2:5][CH2:6][OH:7].[OH:8][C:9]1[CH:19]=[CH:18][C:12]([C:13]([O:15][CH2:16][CH3:17])=[O:14])=[CH:11][CH:10]=1.C(=O)([O-])[O-].[K+].[K+]. (2) The reactants are [CH3:1][O:2][CH2:3][C:4]1[CH:5]=[C:6]([CH:8]=[CH:9][CH:10]=1)[NH2:7].[F:11][C:12]([F:25])([O:16][C:17]1[CH:18]=[C:19]([CH:22]=[CH:23][CH:24]=1)[CH:20]=O)[CH:13]([F:15])[F:14].C(O)(=O)C.[BH-](OC(C)=O)(OC(C)=O)OC(C)=O.[Na+].[F:44][C:45]([F:50])([F:49])[CH:46]1[O:48][CH2:47]1. The catalyst is ClC(Cl)C.C(#N)C.FC(F)(F)S([O-])(=O)=O.[Yb+3].FC(F)(F)S([O-])(=O)=O.FC(F)(F)S([O-])(=O)=O. The product is [CH3:1][O:2][CH2:3][C:4]1[CH:5]=[C:6]([N:7]([CH2:20][C:19]2[CH:22]=[CH:23][CH:24]=[C:17]([O:16][C:12]([F:25])([F:11])[CH:13]([F:15])[F:14])[CH:18]=2)[CH2:47][CH:46]([OH:48])[C:45]([F:50])([F:49])[F:44])[CH:8]=[CH:9][CH:10]=1. The yield is 0.970. (3) The reactants are [CH2:1]([NH:8][CH2:9]CC1C2C(=CC=C(F)C=2OC)N(C)C=1)C1C=CC=CC=1.[F:24][C:25]1[C:26]([O:38][CH2:39][CH2:40][C:41]2[CH:46]=[CH:45][CH:44]=[CH:43][CH:42]=2)=[C:27]2[C:31](=[CH:32][CH:33]=1)[N:30]([CH3:34])[CH:29]=[C:28]2[CH2:35][CH2:36]O. No catalyst specified. The product is [F:24][C:25]1[C:26]([O:38][CH2:39][CH2:40][C:41]2[CH:46]=[CH:45][CH:44]=[CH:43][CH:42]=2)=[C:27]2[C:31](=[CH:32][CH:33]=1)[N:30]([CH3:34])[CH:29]=[C:28]2[CH2:35][CH2:36][N:8]([CH3:9])[CH3:1]. The yield is 0.720. (4) The reactants are [S:1]1[C:5]2[CH:6]=[CH:7][CH:8]=[CH:9][C:4]=2[N:3]=[C:2]1OC1C=CC(CC=O)=CC=1.[CH3:20][O:21][C:22](=[O:31])[CH2:23][C:24]1[CH:29]=[CH:28][C:27]([OH:30])=[CH:26][CH:25]=1.ClC1SC2C=CC=CC=2N=1.C([O-])([O-])=O.[Cs+].[Cs+]. The catalyst is CC#N. The product is [CH3:20][O:21][C:22](=[O:31])[CH2:23][C:24]1[CH:29]=[CH:28][C:27]([O:30][C:2]2[S:1][C:5]3[CH:6]=[CH:7][CH:8]=[CH:9][C:4]=3[N:3]=2)=[CH:26][CH:25]=1. The yield is 0.950. (5) The product is [OH:1][CH2:2][CH2:3][CH2:4][O:5][C@H:6]1[CH2:11][CH2:10][C@H:9]([N:12]2[C:17](=[O:18])[C:16]([CH2:19][C:20]3[CH:21]=[CH:22][C:23]([C:26]4[C:27]([C:32]#[N:33])=[CH:28][CH:29]=[CH:30][CH:31]=4)=[CH:24][CH:25]=3)=[C:15]([CH2:34][CH2:35][CH3:36])[N:14]3[N:37]=[CH:38][N:39]=[C:13]23)[CH2:8][CH2:7]1. The catalyst is C(OCC)(=O)C. The reactants are [O:1]1[C:6]2([CH2:11][CH2:10][CH:9]([N:12]3[C:17](=[O:18])[C:16]([CH2:19][C:20]4[CH:25]=[CH:24][C:23]([C:26]5[C:27]([C:32]#[N:33])=[CH:28][CH:29]=[CH:30][CH:31]=5)=[CH:22][CH:21]=4)=[C:15]([CH2:34][CH2:35][CH3:36])[N:14]4[N:37]=[CH:38][N:39]=[C:13]34)[CH2:8][CH2:7]2)[O:5][CH2:4][CH2:3][CH2:2]1.C([BH3-])#N.[Na+].O1CCCC1. The yield is 0.330. (6) The reactants are [CH3:1][O:2][C:3]1[CH:4]=[C:5]([C:11]2[N:16]=[CH:15][C:14](/[CH:17]=[CH:18]/[C:19]([NH:21][C:22]3[CH:27]=[C:26]([C:28]4[S:29][CH:30]=[CH:31][CH:32]=4)[CH:25]=[CH:24][C:23]=3[NH:33]C(=O)OC(C)(C)C)=[O:20])=[CH:13][CH:12]=2)[CH:6]=[CH:7][C:8]=1[O:9][CH3:10].FC(F)(F)C(O)=O. The catalyst is C(Cl)Cl. The product is [NH2:33][C:23]1[CH:24]=[CH:25][C:26]([C:28]2[S:29][CH:30]=[CH:31][CH:32]=2)=[CH:27][C:22]=1[NH:21][C:19](=[O:20])/[CH:18]=[CH:17]/[C:14]1[CH:15]=[N:16][C:11]([C:5]2[CH:6]=[CH:7][C:8]([O:9][CH3:10])=[C:3]([O:2][CH3:1])[CH:4]=2)=[CH:12][CH:13]=1. The yield is 0.540. (7) The reactants are [Si]([O:8][CH2:9][CH2:10][N:11]([CH:41]1[CH2:44][O:43][CH2:42]1)[C:12]([C:14]1[C:19]([O:20][CH2:21][C:22]2[CH:27]=[CH:26][CH:25]=[CH:24][CH:23]=2)=[C:18]([OH:28])[N:17]=[C:16]([CH2:29][C:30]2([C:35]3[CH:40]=[CH:39][CH:38]=[CH:37][CH:36]=3)[CH2:34][CH2:33][CH2:32][CH2:31]2)[N:15]=1)=[O:13])(C(C)(C)C)(C)C.[F-].C([N+](CCCC)(CCCC)CCCC)CCC. The catalyst is O1CCCC1. The product is [OH:8][CH2:9][CH2:10][N:11]([CH:41]1[CH2:44][O:43][CH2:42]1)[C:12]([C:14]1[C:19]([O:20][CH2:21][C:22]2[CH:23]=[CH:24][CH:25]=[CH:26][CH:27]=2)=[C:18]([OH:28])[N:17]=[C:16]([CH2:29][C:30]2([C:35]3[CH:40]=[CH:39][CH:38]=[CH:37][CH:36]=3)[CH2:31][CH2:32][CH2:33][CH2:34]2)[N:15]=1)=[O:13]. The yield is 0.767. (8) The product is [C:1]([O:5][C:6](=[O:17])[CH2:7][O:8][C:9]1[CH:14]=[CH:13][CH:12]=[CH:11][C:10]=1[I:18])([CH3:4])([CH3:3])[CH3:2]. The yield is 1.00. The reactants are [C:1]([O:5][C:6](=[O:17])[CH2:7][O:8][C:9]1[CH:14]=[CH:13][C:12](Cl)=[CH:11][C:10]=1Br)([CH3:4])([CH3:3])[CH3:2].[I:18]C1C=CC=CC=1O.BrCC(OC(C)(C)C)=O. No catalyst specified. (9) The reactants are [F:1][C:2]1[CH:3]=[CH:4][C:5]2[N:6]([C:8]([CH3:15])=[C:9]([C:11]([NH:13][NH2:14])=[O:12])[N:10]=2)[CH:7]=1.Cl.[N:17]([O-])=O.[Na+].C([O-])(O)=O.[Na+]. The catalyst is O. The product is [F:1][C:2]1[CH:3]=[CH:4][C:5]2[N:6]([C:8]([CH3:15])=[C:9]([C:11]([N:13]=[N+:14]=[N-:17])=[O:12])[N:10]=2)[CH:7]=1. The yield is 0.980.